Task: Regression/Classification. Given a drug SMILES string, predict its absorption, distribution, metabolism, or excretion properties. Task type varies by dataset: regression for continuous measurements (e.g., permeability, clearance, half-life) or binary classification for categorical outcomes (e.g., BBB penetration, CYP inhibition). Dataset: cyp2d6_veith.. Dataset: CYP2D6 inhibition data for predicting drug metabolism from PubChem BioAssay (1) The drug is [O-][N+]1(CC[N+]2([O-])CCCCC2)CCCCC1. The result is 0 (non-inhibitor). (2) The compound is O=C(OCc1nc2ccccc2[nH]1)C12CC3CC(CC(C3)C1)C2. The result is 1 (inhibitor). (3) The compound is Cn1cc(-c2nc3cncnc3n(Cc3ccc(F)cc3)c2=O)c2ccccc21. The result is 0 (non-inhibitor). (4) The molecule is Cc1nc2cnc(N3CCNCC3)nc2n(C2CC2)c1=O. The result is 0 (non-inhibitor). (5) The compound is COc1ccc(NC(=O)c2ccc(COc3ccccc3)o2)cc1. The result is 0 (non-inhibitor). (6) The compound is O=C(O)C1=C/C(=C(/c2ccccc2)c2cc(C(=O)O)c(O)c3ccccc23)c2ccccc2C1=O.[Na]. The result is 0 (non-inhibitor).